Dataset: Reaction yield outcomes from USPTO patents with 853,638 reactions. Task: Predict the reaction yield, written as a fraction of the theoretical maximum amount of product (1.0 means a 100% yield; for example, 0.34 means a 34% yield). (1) The reactants are [NH2:1][C:2]1[CH:7]=[C:6]([O:8][CH3:9])[C:5]([O:10][CH3:11])=[CH:4][C:3]=1[C:12](=[O:14])[CH3:13].Cl.[N:16]([O-])=O.[Na+].[NH:20]1[CH2:24][CH2:23][CH2:22][CH2:21]1. The catalyst is O.[OH-].[K+]. The product is [CH3:9][O:8][C:6]1[C:5]([O:10][CH3:11])=[CH:4][C:3]([C:12](=[O:14])[CH3:13])=[C:2](/[N:1]=[N:16]/[N:20]2[CH2:24][CH2:23][CH2:22][CH2:21]2)[CH:7]=1. The yield is 0.850. (2) The reactants are OS(O)(=O)=O.[C:6]1([C:12]2[CH:13]=[N:14][CH:15]=[CH:16][CH:17]=2)[CH:11]=[CH:10][CH:9]=[CH:8][CH:7]=1.[N+:18]([O-])([OH:20])=[O:19].[OH-].[Na+]. No catalyst specified. The product is [N+:18]([C:9]1[CH:8]=[CH:7][C:6]([C:12]2[CH:13]=[N:14][CH:15]=[CH:16][CH:17]=2)=[CH:11][CH:10]=1)([O-:20])=[O:19]. The yield is 0.990. (3) The reactants are [CH3:1][O:2][C:3](=[CH:7][C:8]1[CH:13]=[CH:12][C:11]([N+:14]([O-])=O)=[CH:10][CH:9]=1)[C:4]([OH:6])=[O:5].C1COCC1. The catalyst is CO.[Pd]. The product is [CH3:1][O:2][CH:3]([CH2:7][C:8]1[CH:9]=[CH:10][C:11]([NH2:14])=[CH:12][CH:13]=1)[C:4]([OH:6])=[O:5]. The yield is 0.880. (4) The reactants are [CH2:1]([O:8][C@@H:9]1[C@@H:17]([CH:18]([NH:23]S(C(C)(C)C)=O)[C:19]([F:22])([F:21])[F:20])[O:16][C@H:15]2[C@H:11]([N:12]=[C:13]([N:30]([CH3:32])[CH3:31])[S:14]2)[C@H:10]1[O:33][CH2:34][C:35]1[CH:40]=[CH:39][CH:38]=[CH:37][CH:36]=1)[C:2]1[CH:7]=[CH:6][CH:5]=[CH:4][CH:3]=1.C(Cl)(=O)C.C([O-])(O)=O.[Na+]. The catalyst is CO. The product is [NH2:23][CH:18]([C@H:17]1[O:16][C@H:15]2[C@H:11]([N:12]=[C:13]([N:30]([CH3:32])[CH3:31])[S:14]2)[C@@H:10]([O:33][CH2:34][C:35]2[CH:36]=[CH:37][CH:38]=[CH:39][CH:40]=2)[C@@H:9]1[O:8][CH2:1][C:2]1[CH:3]=[CH:4][CH:5]=[CH:6][CH:7]=1)[C:19]([F:22])([F:21])[F:20]. The yield is 0.850. (5) The reactants are [F:1][C:2]1[C:7]([CH3:8])=[CH:6][CH:5]=[C:4]([OH:9])[CH:3]=1.F[C:11]1[CH:18]=[CH:17][C:14]([CH:15]=[O:16])=[CH:13][CH:12]=1.C([O-])([O-])=O.[K+].[K+]. The catalyst is CN(C=O)C.O. The product is [F:1][C:2]1[CH:3]=[C:4]([O:9][C:11]2[CH:18]=[CH:17][C:14]([CH:15]=[O:16])=[CH:13][CH:12]=2)[CH:5]=[CH:6][C:7]=1[CH3:8]. The yield is 0.601. (6) The reactants are [CH2:1]([O:5][C:6]1[CH:11]=[CH:10][C:9]([S:12](Cl)(=[O:14])=[O:13])=[CH:8][CH:7]=1)[CH2:2][CH2:3][CH3:4].[F-:16].[K+]. The catalyst is C(#N)C. The product is [CH2:1]([O:5][C:6]1[CH:11]=[CH:10][C:9]([S:12]([F:16])(=[O:14])=[O:13])=[CH:8][CH:7]=1)[CH2:2][CH2:3][CH3:4]. The yield is 0.980. (7) The reactants are [CH:1]1[C:13]2[CH:12]([CH2:14][O:15][C:16]([N:18]([CH:39]([C:51]#[N:52])[C:40]([CH2:42][O:43][Si:44]([C:47]([CH3:50])([CH3:49])[CH3:48])([CH3:46])[CH3:45])=C)[CH2:19][C@H:20]([N:23]([O:31][CH2:32][C:33]3[CH:38]=[CH:37][CH:36]=[CH:35][CH:34]=3)[C:24](=[O:30])[O:25][C:26]([CH3:29])([CH3:28])[CH3:27])[CH:21]=C)=[O:17])[C:11]3[C:6](=[CH:7][CH:8]=[CH:9][CH:10]=3)[C:5]=2[CH:4]=[CH:3][CH:2]=1. The catalyst is C1(C)C=CC=CC=1.CC1C=C(C)C(N2C(=[Ru](Cl)(Cl)=CC3C=CC=CC=3OC(C)C)N(C3C(C)=CC(C)=CC=3C)CC2)=C(C)C=1. The product is [CH2:32]([O:31][N:23]([C:24]([O:25][C:26]([CH3:29])([CH3:27])[CH3:28])=[O:30])[C@H:20]1[CH2:19][N:18]([C:16]([O:15][CH2:14][CH:12]2[C:13]3[CH:1]=[CH:2][CH:3]=[CH:4][C:5]=3[C:6]3[C:11]2=[CH:10][CH:9]=[CH:8][CH:7]=3)=[O:17])[CH:39]([C:51]#[N:52])[C:40]([CH2:42][O:43][Si:44]([C:47]([CH3:48])([CH3:49])[CH3:50])([CH3:46])[CH3:45])=[CH:21]1)[C:33]1[CH:34]=[CH:35][CH:36]=[CH:37][CH:38]=1. The yield is 0.407. (8) The reactants are [C:1]([O:5][C:6]([N:8]1[CH2:13][CH2:12][CH:11]([C:14]([C:18]2[S:19][CH:20]=[CH:21][C:22]=2Br)=[N:15][NH:16][CH3:17])[CH2:10][CH2:9]1)=[O:7])([CH3:4])([CH3:3])[CH3:2]. The catalyst is COC(O)C.[Cu]I. The product is [C:1]([O:5][C:6]([N:8]1[CH2:13][CH2:12][CH:11]([C:14]2[C:18]3[S:19][CH:20]=[CH:21][C:22]=3[N:16]([CH3:17])[N:15]=2)[CH2:10][CH2:9]1)=[O:7])([CH3:4])([CH3:3])[CH3:2]. The yield is 0.680.